From a dataset of NCI-60 drug combinations with 297,098 pairs across 59 cell lines. Regression. Given two drug SMILES strings and cell line genomic features, predict the synergy score measuring deviation from expected non-interaction effect. (1) Drug 1: C1C(C(OC1N2C=NC(=NC2=O)N)CO)O. Drug 2: C(CN)CNCCSP(=O)(O)O. Cell line: MALME-3M. Synergy scores: CSS=0.781, Synergy_ZIP=-0.222, Synergy_Bliss=-1.38, Synergy_Loewe=-0.929, Synergy_HSA=-3.97. (2) Drug 1: CC1C(C(=O)NC(C(=O)N2CCCC2C(=O)N(CC(=O)N(C(C(=O)O1)C(C)C)C)C)C(C)C)NC(=O)C3=C4C(=C(C=C3)C)OC5=C(C(=O)C(=C(C5=N4)C(=O)NC6C(OC(=O)C(N(C(=O)CN(C(=O)C7CCCN7C(=O)C(NC6=O)C(C)C)C)C)C(C)C)C)N)C. Drug 2: CC1=C(C(=CC=C1)Cl)NC(=O)C2=CN=C(S2)NC3=CC(=NC(=N3)C)N4CCN(CC4)CCO. Cell line: EKVX. Synergy scores: CSS=2.65, Synergy_ZIP=-1.94, Synergy_Bliss=-0.229, Synergy_Loewe=-1.76, Synergy_HSA=-0.936.